From a dataset of Reaction yield outcomes from USPTO patents with 853,638 reactions. Predict the reaction yield, written as a fraction of the theoretical maximum amount of product (1.0 means a 100% yield; for example, 0.34 means a 34% yield). (1) The catalyst is CO. The reactants are [NH:1]1[C:9]2[C:4](=[CH:5][C:6]([CH2:10][CH:11]([NH:20][C:21]([N:23]3[CH2:28][CH2:27][CH:26]([N:29]4[CH2:38][C:37]5[C:32](=[CH:33][CH:34]=[CH:35][CH:36]=5)[NH:31][C:30]4=[O:39])[CH2:25][CH2:24]3)=[O:22])[C:12](=[O:19])[N:13]3[CH2:18][CH2:17][NH:16][CH2:15][CH2:14]3)=[CH:7][CH:8]=2)[CH:3]=[N:2]1.[CH3:40][CH:41]([CH2:44][CH3:45])[CH:42]=O.C(O[BH-](OC(=O)C)OC(=O)C)(=O)C.[Na+]. The yield is 0.500. The product is [NH:1]1[C:9]2[C:4](=[CH:5][C:6]([CH2:10][CH:11]([NH:20][C:21]([N:23]3[CH2:24][CH2:25][CH:26]([N:29]4[CH2:38][C:37]5[C:32](=[CH:33][CH:34]=[CH:35][CH:36]=5)[NH:31][C:30]4=[O:39])[CH2:27][CH2:28]3)=[O:22])[C:12]([N:13]3[CH2:18][CH2:17][N:16]([CH2:40][CH:41]([CH3:42])[CH2:44][CH3:45])[CH2:15][CH2:14]3)=[O:19])=[CH:7][CH:8]=2)[CH:3]=[N:2]1. (2) The reactants are [CH3:1][C:2]1[C:3]([N:28]2[CH2:33][CH2:32][N:31]([C:34]([O:36]C(C)(C)C)=O)[CH2:30][CH2:29]2)=[N:4][C:5]([NH:8][C:9]2[CH:14]=[CH:13][C:12]([C:15](=[O:24])[NH:16][CH:17]3[CH2:22][CH2:21][N:20]([CH3:23])[CH2:19][CH2:18]3)=[CH:11][C:10]=2[N+:25]([O-:27])=[O:26])=[N:6][CH:7]=1.C(O)(C(F)(F)F)=O.CC1C(N2CCNCC2)=NC([NH:55][C:56]2[CH:71]=[CH:70][C:59]([C:60]([NH:62]C3CCN(C)CC3)=O)=[CH:58][C:57]=2[N+]([O-])=O)=NC=1.N(C1C=CC(C#N)=CC=1)=C=O.C(N(CC)CC)C. The catalyst is C(Cl)Cl. The product is [C:60]([C:59]1[CH:70]=[CH:71][C:56]([NH:55][C:34]([N:31]2[CH2:32][CH2:33][N:28]([C:3]3[C:2]([CH3:1])=[CH:7][N:6]=[C:5]([NH:8][C:9]4[CH:14]=[CH:13][C:12]([C:15](=[O:24])[NH:16][CH:17]5[CH2:18][CH2:19][N:20]([CH3:23])[CH2:21][CH2:22]5)=[CH:11][C:10]=4[N+:25]([O-:27])=[O:26])[N:4]=3)[CH2:29][CH2:30]2)=[O:36])=[CH:57][CH:58]=1)#[N:62]. The yield is 1.00. (3) The product is [OH:22][C:20]1[C:14]([C:15]([OH:17])=[O:16])=[N:13][N:12]([CH3:11])[C:25](=[O:28])[C:26]=1[CH3:27]. The reactants are [Li+].C[Si]([N-][Si](C)(C)C)(C)C.[CH3:11][N:12]([C:25](=[O:28])[CH2:26][CH3:27])[N:13]=[C:14]([C:20]([O:22]CC)=O)[C:15]([O:17]CC)=[O:16].O. The yield is 0.470. The catalyst is C1COCC1. (4) The reactants are [OH:1][C:2]1[CH:3]=[C:4]([N:10]([CH2:20][C:21]2[CH:22]=[N:23][CH:24]=[CH:25][CH:26]=2)[C:11]2[CH:12]=[C:13]([CH:17]=[CH:18][CH:19]=2)[C:14]([OH:16])=[O:15])[CH:5]=[CH:6][C:7]=1[O:8][CH3:9].[C:27](Cl)(=O)C. The yield is 0.840. The product is [OH:1][C:2]1[CH:3]=[C:4]([N:10]([CH2:20][C:21]2[CH:22]=[N:23][CH:24]=[CH:25][CH:26]=2)[C:11]2[CH:12]=[C:13]([CH:17]=[CH:18][CH:19]=2)[C:14]([O:16][CH3:27])=[O:15])[CH:5]=[CH:6][C:7]=1[O:8][CH3:9]. The catalyst is CO. (5) The reactants are [OH:1][C@H:2]1[CH2:7][CH2:6][C@H:5]([N:8]2[C:13](=[O:14])[C:12]([CH2:15][C:16]3[CH:21]=[CH:20][C:19]([C:22]4[C:23]([C:28]#[N:29])=[CH:24][CH:25]=[CH:26][CH:27]=4)=[CH:18][CH:17]=3)=[C:11]([CH2:30][CH2:31][CH3:32])[N:10]3[N:33]=[CH:34][CH:35]=[C:9]23)[CH2:4][CH2:3]1.[C:36]([O:39][C:40]([CH3:45])([CH3:44])[C:41](Cl)=[O:42])(=[O:38])[CH3:37].C(OCC)(=O)C.O. The catalyst is N1C=CC=CC=1. The product is [C:36]([O:39][C:40]([CH3:45])([CH3:44])[C:41]([O:1][C@H:2]1[CH2:3][CH2:4][C@H:5]([N:8]2[C:13](=[O:14])[C:12]([CH2:15][C:16]3[CH:21]=[CH:20][C:19]([C:22]4[CH:27]=[CH:26][CH:25]=[CH:24][C:23]=4[C:28]#[N:29])=[CH:18][CH:17]=3)=[C:11]([CH2:30][CH2:31][CH3:32])[N:10]3[N:33]=[CH:34][CH:35]=[C:9]23)[CH2:6][CH2:7]1)=[O:42])(=[O:38])[CH3:37]. The yield is 0.790. (6) The yield is 0.550. The catalyst is C(O)(=O)C. The reactants are [N+:1]([C:4]1[CH:5]=[C:6]([CH:10]=[CH:11][C:12]=1[N+:13]([O-:15])=[O:14])[C:7]([OH:9])=O)([O-:3])=[O:2].P(Cl)(Cl)(Cl)(Cl)Cl.CCCCCC.[CH2:28]([N:30]1[CH2:35][CH2:34][NH:33][CH2:32][CH2:31]1)[CH3:29]. The product is [N+:1]([C:4]1[CH:5]=[C:6]([C:7]([N:33]2[CH2:34][CH2:35][N:30]([CH2:28][CH3:29])[CH2:31][CH2:32]2)=[O:9])[CH:10]=[CH:11][C:12]=1[N+:13]([O-:15])=[O:14])([O-:3])=[O:2]. (7) The yield is 0.990. The catalyst is CN(C=O)C. The reactants are [Br:1][C:2]1[C:3]([OH:10])=[C:4]([CH:7]=[CH:8][CH:9]=1)[CH:5]=O.Cl[CH2:12][C:13]([N:15]([CH3:17])[CH3:16])=[O:14].C(=O)([O-])[O-].[K+].[K+]. The product is [Br:1][C:2]1[C:3]2[O:10][C:12]([C:13]([N:15]([CH3:17])[CH3:16])=[O:14])=[CH:5][C:4]=2[CH:7]=[CH:8][CH:9]=1. (8) The reactants are [CH2:1]([N:8]1[CH2:14][C:13]2[N:15]=[CH:16][C:17]([N:19]([CH3:23])[CH:20]([CH3:22])[CH3:21])=[N:18][C:12]=2[O:11][CH2:10][CH2:9]1)[C:2]1[CH:7]=[CH:6][CH:5]=[CH:4][CH:3]=1.[Cl:24]N1C(=O)CCC1=O.C(#N)C. The catalyst is O. The product is [CH2:1]([N:8]1[CH2:14][C:13]2[N:15]=[C:16]([Cl:24])[C:17]([N:19]([CH3:23])[CH:20]([CH3:21])[CH3:22])=[N:18][C:12]=2[O:11][CH2:10][CH2:9]1)[C:2]1[CH:3]=[CH:4][CH:5]=[CH:6][CH:7]=1. The yield is 0.790.